From a dataset of Catalyst prediction with 721,799 reactions and 888 catalyst types from USPTO. Predict which catalyst facilitates the given reaction. (1) Reactant: [CH3:1][C:2]1[C:11]([C:12]2[S:13][C:14]([C:23]3[N:27]=[CH:26][N:25](C4CCCCO4)[N:24]=3)=[C:15]([C:17]3[CH:22]=[CH:21][CH:20]=[CH:19][CH:18]=3)[N:16]=2)=[C:5]2[CH:6]=[C:7]([OH:10])[CH:8]=[CH:9][N:4]2[N:3]=1.I[CH2:35][CH2:36][O:37]C(=O)C1C=CC=CC=1.C(=O)([O-])[O-].[K+].[K+].CN(C)C=O. Product: [CH3:1][C:2]1[C:11]([C:12]2[S:13][C:14]([C:23]3[NH:27][CH:26]=[N:25][N:24]=3)=[C:15]([C:17]3[CH:18]=[CH:19][CH:20]=[CH:21][CH:22]=3)[N:16]=2)=[C:5]2[CH:6]=[C:7]([O:10][CH2:35][CH2:36][OH:37])[CH:8]=[CH:9][N:4]2[N:3]=1. The catalyst class is: 6. (2) Reactant: [OH:1][C@@H:2]([CH2:18][N:19]1[CH2:24][CH2:23][O:22][CH2:21][CH2:20]1)[CH2:3][N:4]1[CH2:10][CH2:9][CH2:8][C:7]2[NH:11][C:12]([CH:15]=O)=[C:13]([CH3:14])[C:6]=2[C:5]1=[O:17].[Br:25][C:26]1[CH:27]=[C:28]([F:36])[CH:29]=[C:30]2[C:34]=1[NH:33][C:32](=[O:35])[CH2:31]2.N1CCCCC1. Product: [Br:25][C:26]1[CH:27]=[C:28]([F:36])[CH:29]=[C:30]2[C:34]=1[NH:33][C:32](=[O:35])/[C:31]/2=[CH:15]\[C:12]1[NH:11][C:7]2[CH2:8][CH2:9][CH2:10][N:4]([CH2:3][C@@H:2]([OH:1])[CH2:18][N:19]3[CH2:24][CH2:23][O:22][CH2:21][CH2:20]3)[C:5](=[O:17])[C:6]=2[C:13]=1[CH3:14]. The catalyst class is: 8. (3) Reactant: [Cl:1][C:2]1[CH:7]=[CH:6][C:5]([C:8]2[C:17]3[C:12](=[CH:13][C:14]([S:18]([O:21]C4C(F)=C(F)C(F)=C(F)C=4F)(=O)=[O:19])=[CH:15][CH:16]=3)[CH:11]=[CH:10][N:9]=2)=[C:4]([CH3:33])[CH:3]=1.[N:34]1[CH:39]=[CH:38][C:37]([NH2:40])=[N:36][CH:35]=1.C[Si]([N-][Si](C)(C)C)(C)C.[Li+]. Product: [Cl:1][C:2]1[CH:7]=[CH:6][C:5]([C:8]2[C:17]3[C:16](=[CH:15][C:14]([S:18]([NH:40][C:37]4[CH:38]=[CH:39][N:34]=[CH:35][N:36]=4)(=[O:19])=[O:21])=[CH:13][CH:12]=3)[CH:11]=[CH:10][N:9]=2)=[C:4]([CH3:33])[CH:3]=1. The catalyst class is: 1.